This data is from Forward reaction prediction with 1.9M reactions from USPTO patents (1976-2016). The task is: Predict the product of the given reaction. Given the reactants [C:1]([O:5][C:6]([N:8]1[CH2:12][CH2:11][CH2:10][C@H:9]1[CH2:13][NH:14][C:15]1[C:16]([O:22][C:23]2[CH:28]=[CH:27][C:26](OC)=[CH:25][CH:24]=2)=[N:17][C:18]([Cl:21])=[N:19][CH:20]=1)=[O:7])([CH3:4])([CH3:3])[CH3:2].[CH3:31][O:32]C1C=CC(O)=CC=1, predict the reaction product. The product is: [C:1]([O:5][C:6]([N:8]1[CH2:12][CH2:11][CH2:10][C@H:9]1[CH2:13][NH:14][C:15]1[C:16]([O:22][C:23]2[CH:28]=[CH:27][C:26]([CH2:31][OH:32])=[CH:25][CH:24]=2)=[N:17][C:18]([Cl:21])=[N:19][CH:20]=1)=[O:7])([CH3:3])([CH3:2])[CH3:4].